From a dataset of Experimentally validated miRNA-target interactions with 360,000+ pairs, plus equal number of negative samples. Binary Classification. Given a miRNA mature sequence and a target amino acid sequence, predict their likelihood of interaction. (1) The miRNA is hsa-miR-130b-5p with sequence ACUCUUUCCCUGUUGCACUAC. The protein sequence of the target gene is MPHTLWMVWVLGVIISLSKEESSNQASLSCDRNGICKGSSGSLNSIPSGLTEAVKSLDLSNNRITYISNSDLQRCVNLQALVLTSNGINTIEEDSFSSLGSLEHLDLSYNYLSNLSSSWFKPLSSLTFLNLLGNPYKTLGETSLFSHLTKLQILRVGNMDTFTKIQRKDFAGLTFLEELEIDASDLQSYEPKSLKSIQNVSHLILHMKQHILLLEIFVDVTSSVECLELRDTDLDTFHFSELSTGETNSLIKKFTFRNVKITDESLFQVMKLLNQISGLLELEFDDCTLNGVGNFRASDN.... Result: 0 (no interaction). (2) The miRNA is hsa-miR-4290 with sequence UGCCCUCCUUUCUUCCCUC. The protein sequence of the target gene is MVAGTRCLLVLLLPQVLLGGAAGLIPELGRKKFAAASSRPLSRPSEDVLSEFELRLLSMFGLKQRPTPSKDVVVPPYMLDLYRRHSGQPGAPAPDHRLERAASRANTVRSFHHEEAVEELPEMSGKTARRFFFNLSSVPSDEFLTSAELQIFREQIQEALGNSSFQHRINIYEIIKPAAANLKFPVTRLLDTRLVNQNTSQWESFDVTPAVMRWTTQGHTNHGFVVEVAHLEENPGVSKRHVRISRSLHQDEHSWSQIRPLLVTFGHDGKGHPLHKREKRQAKHKQRKRLKSSCKRHPLY.... Result: 0 (no interaction). (3) The miRNA is hsa-miR-1225-3p with sequence UGAGCCCCUGUGCCGCCCCCAG. The protein sequence of the target gene is MASVSELACIYSALILHDDEVTVTEDKINALIKAAGVNVEPFWPGLFAKALANVNIGSLICNVGAGGPAPAAGAAPAGGPAPSTAAAPAEEKKVEAKKEESEESDDDMGFGLFD. Result: 0 (no interaction). (4) The miRNA is hsa-miR-555 with sequence AGGGUAAGCUGAACCUCUGAU. The protein sequence of the target gene is MTAPCPPPPPDPQFVLRGTQSPVHALHFCEGAQAQGRPLLFSGSQSGLVHIWSLQTRRAVTTLDGHGGQCVTWLQTLPQGRQLLSQGRDLKLCLWDLAEGRSAVVDSVCLESVGFCRSSILAGGQPRWTLAVPGRGSDEVQILEMPSKTSVCALKPKADAKLGMPMCLRLWQADCSSRPLLLAGYEDGSVVLWDVSEQKVCSRIACHEEPVMDLDFDSQKARGISGSAGKALAVWSLDWQQALQVRGTHELTNPGIAEVTIRPDRKILATAGWDHRIRVFHWRTMQPLAVLAFHSAAVQC.... Result: 0 (no interaction). (5) The miRNA is hsa-miR-629-3p with sequence GUUCUCCCAACGUAAGCCCAGC. The protein sequence of the target gene is MGDEMDAMIPEREMKDFQFRALKKVRIFDSPEELPKERSSVLTISNKYGMLFAGGTNGLNVFPTKSLLIQNKPGDDPNKIVDTIQGLNVPMKFPVHHLALSCDSLTLSACMMSSEYGSIIAFFDVRTFSNQAKPLKRPFTYHKVSNDASGMVNDMKWNPTVPSMVAVCLADGSISVLQVTDVVKVCATLPPSTGVTCVCWSPKGKQLAVGKQNGTVVQYLPTLQEKKVIPCPPFYESDHPVRVLDVLWIGTYVFTIVYAGADGTLETCPDVVMALLPKKEEKHPEIFVNFMEPCYSSCTE.... Result: 0 (no interaction). (6) The miRNA is hsa-miR-4441 with sequence ACAGGGAGGAGAUUGUA. The protein sequence of the target gene is MELLCCEGTRHAPRAGPDPRLLGDQRVLQSLLRLEERYVPRASYFQCVQREIKPHMRKMLAYWMLEVCEEQRCEEEVFPLAMNYLDRYLSCVPTRKAQLQLLGAVCMLLASKLRETTPLTIEKLCIYTDHAVSPRQLRDWEVLVLGKLKWDLAAVIAHDFLAFILHRLSLPRDRQALVKKHAQTFLALCATDYTFAMYPPSMIATGSIGAAVQGLGACSMSGDELTELLAGITGTEVDCLRACQEQIEAALRESLREASQTSSSPAPKAPRGSSSQGPSQTSTPTDVTAIHL. Result: 1 (interaction).